Dataset: Forward reaction prediction with 1.9M reactions from USPTO patents (1976-2016). Task: Predict the product of the given reaction. (1) Given the reactants Cl[C:2]1[C:11]2[N:12]=[CH:13][NH:14][C:10]=2[C:9]2[CH:8]=[CH:7][CH:6]=[CH:5][C:4]=2[N:3]=1.[C:15]1([OH:21])[CH:20]=[CH:19][CH:18]=[CH:17][CH:16]=1, predict the reaction product. The product is: [O:21]([C:2]1[C:11]2[N:12]=[CH:13][NH:14][C:10]=2[C:9]2[CH:8]=[CH:7][CH:6]=[CH:5][C:4]=2[N:3]=1)[C:15]1[CH:20]=[CH:19][CH:18]=[CH:17][CH:16]=1. (2) Given the reactants [Br:1][C:2]1[CH:7]=[CH:6][N:5]=[C:4]2[N:8]([CH3:12])[CH:9]=[C:10](I)[C:3]=12.[CH3:13][N:14]1[CH2:19][CH2:18][O:17][C:16]2[CH:20]=[CH:21][C:22](B3OC(C)(C)C(C)(C)O3)=[CH:23][C:15]1=2.C(=O)([O-])[O-].[Na+].[Na+], predict the reaction product. The product is: [Br:1][C:2]1[CH:7]=[CH:6][N:5]=[C:4]2[N:8]([CH3:12])[CH:9]=[C:10]([C:22]3[CH:21]=[CH:20][C:16]4[O:17][CH2:18][CH2:19][N:14]([CH3:13])[C:15]=4[CH:23]=3)[C:3]=12. (3) The product is: [Cl:10][C:11]1[N:12]=[CH:13][C:14]([C:17]([NH:49][C@H:47]([CH3:48])[C:46]([F:51])([F:50])[F:45])=[O:19])=[N:15][CH:16]=1. Given the reactants C(N(CC)C(C)C)(C)C.[Cl:10][C:11]1[N:12]=[CH:13][C:14]([C:17]([OH:19])=O)=[N:15][CH:16]=1.F[P-](F)(F)(F)(F)F.C[N+](C)=C(N(C)C)ON1C2N=CC=CC=2N=N1.Cl.[F:45][C:46]([F:51])([F:50])[C@H:47]([NH2:49])[CH3:48].C([O-])(O)=O.[Na+], predict the reaction product.